From a dataset of Forward reaction prediction with 1.9M reactions from USPTO patents (1976-2016). Predict the product of the given reaction. (1) Given the reactants C(CN)O.[C:5]([O:13][C@H:14]1[C@@:18]([Cl:20])([F:19])[CH:17]([O:21]C(=O)C)[O:16][C@@H:15]1[CH2:25][O:26][C:27](=[O:34])[C:28]1[CH:33]=[CH:32][CH:31]=[CH:30][CH:29]=1)(=[O:12])[C:6]1[CH:11]=[CH:10][CH:9]=[CH:8][CH:7]=1, predict the reaction product. The product is: [C:27]([O:26][CH2:25][C@@H:15]1[C@@H:14]([O:13][C:5](=[O:12])[C:6]2[CH:7]=[CH:8][CH:9]=[CH:10][CH:11]=2)[C@@:18]([Cl:20])([F:19])[CH:17]([OH:21])[O:16]1)(=[O:34])[C:28]1[CH:29]=[CH:30][CH:31]=[CH:32][CH:33]=1. (2) Given the reactants [Cl:1][C:2]1[CH:3]=[CH:4][C:5]([F:11])=[C:6](B(O)O)[CH:7]=1.Cl[C:13]1[N:18]=[C:17]([NH2:19])[C:16]([CH2:20]F)=[CH:15][N:14]=1.C([O-])([O-])=O.[Na+].[Na+], predict the reaction product. The product is: [Cl:1][C:2]1[CH:3]=[CH:4][C:5]([F:11])=[C:6]([C:13]2[N:18]=[C:17]([NH2:19])[C:16]([CH3:20])=[CH:15][N:14]=2)[CH:7]=1. (3) Given the reactants Cl[C:2]1[N:7]=[C:6]([NH:8][C:9]2[CH:14]=[CH:13][C:12]([F:15])=[C:11]([Cl:16])[CH:10]=2)[CH:5]=[CH:4][N:3]=1.[CH3:17][N:18]1[CH2:23][CH2:22][N:21]([C:24]2[N:29]=[CH:28][C:27]([NH2:30])=[CH:26][CH:25]=2)[CH2:20][CH2:19]1.CO.C(Cl)Cl.[OH-].[Na+], predict the reaction product. The product is: [Cl:16][C:11]1[CH:10]=[C:9]([NH:8][C:6]2[CH:5]=[CH:4][N:3]=[C:2]([NH:30][C:27]3[CH:28]=[N:29][C:24]([N:21]4[CH2:22][CH2:23][N:18]([CH3:17])[CH2:19][CH2:20]4)=[CH:25][CH:26]=3)[N:7]=2)[CH:14]=[CH:13][C:12]=1[F:15]. (4) Given the reactants [F:1][C:2]1[CH:7]=[CH:6][C:5]([N:8]2[CH2:17][CH2:16][C:15]3[C:10](=[CH:11][CH:12]=[C:13]([OH:18])[CH:14]=3)[CH:9]2[CH2:19][C:20]2[CH:25]=[CH:24][C:23]([O:26][CH2:27][CH2:28][CH:29]3[CH2:34][CH2:33][CH2:32][CH2:31][NH:30]3)=[CH:22][CH:21]=2)=[CH:4][CH:3]=1.[CH3:35][S:36](Cl)(=[O:38])=[O:37], predict the reaction product. The product is: [CH3:35][S:36]([O:18][C:13]1[CH:14]=[C:15]2[C:10](=[CH:11][CH:12]=1)[CH:9]([CH2:19][C:20]1[CH:25]=[CH:24][C:23]([O:26][CH2:27][CH2:28][CH:29]3[CH2:34][CH2:33][CH2:32][CH2:31][NH:30]3)=[CH:22][CH:21]=1)[N:8]([C:5]1[CH:6]=[CH:7][C:2]([F:1])=[CH:3][CH:4]=1)[CH2:17][CH2:16]2)(=[O:38])=[O:37].